Dataset: Forward reaction prediction with 1.9M reactions from USPTO patents (1976-2016). Task: Predict the product of the given reaction. Given the reactants [Cl:1][C:2]1[CH:10]=[CH:9][C:5]([C:6]([OH:8])=O)=[CH:4][N:3]=1.[C:11]([NH2:15])([CH3:14])([CH3:13])[CH3:12], predict the reaction product. The product is: [C:11]([NH:15][C:6]([C:5]1[CH:4]=[N:3][C:2]([Cl:1])=[CH:10][CH:9]=1)=[O:8])([CH3:14])([CH3:13])[CH3:12].